Dataset: Experimental lipophilicity measurements (octanol/water distribution) for 4,200 compounds from AstraZeneca. Task: Regression/Classification. Given a drug SMILES string, predict its absorption, distribution, metabolism, or excretion properties. Task type varies by dataset: regression for continuous measurements (e.g., permeability, clearance, half-life) or binary classification for categorical outcomes (e.g., BBB penetration, CYP inhibition). For this dataset (lipophilicity_astrazeneca), we predict Y. The drug is O=c1[nH]nc(Cc2ccccc2)c2ccccc12. The Y is 2.80 logD.